Dataset: Catalyst prediction with 721,799 reactions and 888 catalyst types from USPTO. Task: Predict which catalyst facilitates the given reaction. (1) Reactant: [Cl:1][C:2]1[CH:19]=[CH:18][C:5]([CH2:6][N:7]2[C:12]([S:13][CH2:14][CH3:15])=[N:11][C:10](=[O:16])[NH:9][C:8]2=[O:17])=[CH:4][CH:3]=1.Br[CH2:21][C:22](=[N:28][O:29][CH3:30])[C:23]([O:25][CH2:26][CH3:27])=[O:24].CN(C=O)C.C(=O)([O-])[O-].[K+].[K+]. Product: [Cl:1][C:2]1[CH:3]=[CH:4][C:5]([CH2:6][N:7]2[C:12]([S:13][CH2:14][CH3:15])=[N:11][C:10](=[O:16])[N:9]([CH2:21][C:22]([C:23]([O:25][CH2:26][CH3:27])=[O:24])=[N:28][O:29][CH3:30])[C:8]2=[O:17])=[CH:18][CH:19]=1. The catalyst class is: 6. (2) Reactant: [C:1]([NH:4][C:5]1[S:6][C:7]2[CH2:13][CH:12](C(O)=O)[CH2:11][CH2:10][C:8]=2[N:9]=1)(=[O:3])[CH3:2].C([N:19]([CH2:22]C)CC)C.C1(P(N=[N+]=[N-])(C2C=CC=CC=2)=[O:31])C=CC=CC=1.[ClH:41].CN(C)[CH:44]=[O:45]. Product: [ClH:41].[CH3:44][O:45][C:22](=[O:31])[NH:19][CH:12]1[CH2:11][CH2:10][C:8]2[N:9]=[C:5]([NH:4][C:1](=[O:3])[CH3:2])[S:6][C:7]=2[CH2:13]1. The catalyst class is: 5.